From a dataset of Catalyst prediction with 721,799 reactions and 888 catalyst types from USPTO. Predict which catalyst facilitates the given reaction. (1) Reactant: [C:1]1([S:7]([C:10]([CH3:22])([CH3:21])[CH2:11][CH2:12][CH2:13][N:14]2[CH2:19][CH2:18][CH2:17][CH:16]([OH:20])[CH2:15]2)(=[O:9])=[O:8])[CH:6]=[CH:5][CH:4]=[CH:3][CH:2]=1.[CH3:23]I.[H-].[Na+]. Product: [C:1]1([S:7]([C:10]([CH3:22])([CH3:21])[CH2:11][CH2:12][CH2:13][N:14]2[CH2:19][CH2:18][CH2:17][CH:16]([O:20][CH3:23])[CH2:15]2)(=[O:8])=[O:9])[CH:2]=[CH:3][CH:4]=[CH:5][CH:6]=1. The catalyst class is: 7. (2) Reactant: [F:1][C:2]1[CH:3]=[C:4]([C@H:10]2[CH2:14][CH2:13][CH2:12][C@@H:11]2[OH:15])[CH:5]=[C:6]([F:9])[C:7]=1[F:8].CC(OI1(OC(C)=O)(OC(C)=O)OC(=O)C2C=CC=CC1=2)=O. Product: [F:1][C:2]1[CH:3]=[C:4]([CH:10]2[CH2:14][CH2:13][CH2:12][C:11]2=[O:15])[CH:5]=[C:6]([F:9])[C:7]=1[F:8]. The catalyst class is: 2. (3) Reactant: [N+:1]([C:4]1[CH:11]=[C:10]([C:12]([F:15])([F:14])[F:13])[CH:9]=[CH:8][C:5]=1[C:6]#[N:7])([O-])=O. Product: [NH2:1][C:4]1[CH:11]=[C:10]([C:12]([F:13])([F:14])[F:15])[CH:9]=[CH:8][C:5]=1[C:6]#[N:7]. The catalyst class is: 183. (4) Reactant: [CH2:1]([N:8]1[CH2:12][C@H:11]2[C@@H:13]([NH:16][CH:17]3[CH2:19][CH2:18]3)[CH2:14][CH2:15][C@H:10]2[CH2:9]1)[C:2]1[CH:7]=[CH:6][CH:5]=[CH:4][CH:3]=1.C(N(CC)CC)C.[F:27][C:28]([F:40])([F:39])[C:29]1[CH:30]=[C:31]([S:35](Cl)(=[O:37])=[O:36])[CH:32]=[CH:33][CH:34]=1.CN(C1C=CC=CN=1)C. Product: [CH2:1]([N:8]1[CH2:12][C@H:11]2[C@@H:13]([N:16]([CH:17]3[CH2:18][CH2:19]3)[S:35]([C:31]3[CH:32]=[CH:33][CH:34]=[C:29]([C:28]([F:27])([F:39])[F:40])[CH:30]=3)(=[O:37])=[O:36])[CH2:14][CH2:15][C@H:10]2[CH2:9]1)[C:2]1[CH:3]=[CH:4][CH:5]=[CH:6][CH:7]=1. The catalyst class is: 7. (5) Reactant: [Cl:1][C:2]1[CH:7]=[CH:6][C:5]([C:8]2[C:17]3[C:12](=[CH:13][CH:14]=[C:15]([C:18](O)=[O:19])[CH:16]=3)[CH:11]=[N:10][CH:9]=2)=[CH:4][CH:3]=1.F[B-](F)(F)F.N1(OC(N(C)C)=[N+](C)C)C2C=CC=CC=2N=N1.C(N(CC)C(C)C)(C)C.[NH:52]1[CH2:57][CH2:56][O:55][CH2:54][CH2:53]1. Product: [Cl:1][C:2]1[CH:7]=[CH:6][C:5]([C:8]2[C:17]3[C:12](=[CH:13][CH:14]=[C:15]([C:18]([N:52]4[CH2:57][CH2:56][O:55][CH2:54][CH2:53]4)=[O:19])[CH:16]=3)[CH:11]=[N:10][CH:9]=2)=[CH:4][CH:3]=1. The catalyst class is: 9. (6) Reactant: [CH2:1]([O:3][C:4]1[CH:26]=[CH:25][C:7]([C:8]([NH:10][CH2:11][CH2:12][NH:13][C:14]([C:16]2[C:17]([C:21]([F:24])([F:23])[F:22])=[N:18][NH:19][CH:20]=2)=[O:15])=[O:9])=[CH:6][CH:5]=1)[CH3:2].Br[CH:28]1[CH2:33][CH2:32][CH2:31][CH2:30][CH2:29]1.C(=O)([O-])[O-].[K+].[K+]. Product: [CH:28]1([N:19]2[CH:20]=[C:16]([C:14]([NH:13][CH2:12][CH2:11][NH:10][C:8](=[O:9])[C:7]3[CH:6]=[CH:5][C:4]([O:3][CH2:1][CH3:2])=[CH:26][CH:25]=3)=[O:15])[C:17]([C:21]([F:22])([F:23])[F:24])=[N:18]2)[CH2:33][CH2:32][CH2:31][CH2:30][CH2:29]1. The catalyst class is: 25. (7) Product: [Cl:33][C:30]1[CH:29]=[CH:28][C:27]([CH:8]([C:5]2[CH:6]=[CH:7][C:2]([Cl:1])=[CH:3][CH:4]=2)[N:9]2[CH2:10][CH:11]([N:13]([S:23]([CH3:26])(=[O:24])=[O:25])[C:14]3[CH:15]=[C:16]([CH:20]=[CH:21][CH:22]=3)[C:17]([NH:34][C:35]3[S:36][CH:37]=[CH:38][N:39]=3)=[O:18])[CH2:12]2)=[CH:32][CH:31]=1. The catalyst class is: 46. Reactant: [Cl:1][C:2]1[CH:7]=[CH:6][C:5]([CH:8]([C:27]2[CH:32]=[CH:31][C:30]([Cl:33])=[CH:29][CH:28]=2)[N:9]2[CH2:12][CH:11]([N:13]([S:23]([CH3:26])(=[O:25])=[O:24])[C:14]3[CH:15]=[C:16]([CH:20]=[CH:21][CH:22]=3)[C:17](O)=[O:18])[CH2:10]2)=[CH:4][CH:3]=1.[NH2:34][C:35]1[S:36][CH:37]=[CH:38][N:39]=1.Cl.CN(C)CCCN=C=NCC. (8) Reactant: Cl.[C:2]([C:5]1[S:13][C:12]2[CH:11]=[N:10][C:9]([NH:14][C:15]3[CH:20]=[CH:19][C:18]([CH:21]4[CH2:26][CH2:25][N:24](C(OC(C)(C)C)=O)[CH2:23][CH2:22]4)=[CH:17][C:16]=3[O:34][CH:35]([CH3:37])[CH3:36])=[N:8][C:7]=2[C:6]=1[C:38]1[CH:43]=[CH:42][CH:41]=[CH:40][C:39]=1[O:44][CH3:45])(=[O:4])[NH2:3]. Product: [CH3:45][O:44][C:39]1[CH:40]=[CH:41][CH:42]=[CH:43][C:38]=1[C:6]1[C:7]2[N:8]=[C:9]([NH:14][C:15]3[CH:20]=[CH:19][C:18]([CH:21]4[CH2:26][CH2:25][NH:24][CH2:23][CH2:22]4)=[CH:17][C:16]=3[O:34][CH:35]([CH3:37])[CH3:36])[N:10]=[CH:11][C:12]=2[S:13][C:5]=1[C:2]([NH2:3])=[O:4]. The catalyst class is: 13. (9) Reactant: C(OC([N:8]1[CH2:13][CH2:12][N:11]([C:14]2[C:23]3[C:18](=[CH:19][CH:20]=[CH:21][CH:22]=3)[C:17]([O:24][CH2:25][CH2:26][CH2:27][N:28]3[CH2:33][CH2:32][CH2:31][CH2:30][CH2:29]3)=[CH:16][CH:15]=2)[CH2:10][CH2:9]1)=O)(C)(C)C.FC(F)(F)C(O)=O. Product: [N:28]1([CH2:27][CH2:26][CH2:25][O:24][C:17]2[C:18]3[C:23](=[CH:22][CH:21]=[CH:20][CH:19]=3)[C:14]([N:11]3[CH2:10][CH2:9][NH:8][CH2:13][CH2:12]3)=[CH:15][CH:16]=2)[CH2:33][CH2:32][CH2:31][CH2:30][CH2:29]1. The catalyst class is: 4.